This data is from Forward reaction prediction with 1.9M reactions from USPTO patents (1976-2016). The task is: Predict the product of the given reaction. (1) Given the reactants [CH:1]1([C:4]2[CH:5]=[CH:6][C:7]([C:15]([OH:17])=O)=[N:8][C:9]=2[O:10][CH2:11][CH:12]2[CH2:14][CH2:13]2)[CH2:3][CH2:2]1.Cl.[NH2:19][C@H:20]([C:25]1[CH:30]=[CH:29][CH:28]=[CH:27][CH:26]=1)[C:21]([NH:23][CH3:24])=[O:22].CO, predict the reaction product. The product is: [CH3:24][NH:23][C:21]([CH:20]([NH:19][C:15]([C:7]1[CH:6]=[CH:5][C:4]([CH:1]2[CH2:2][CH2:3]2)=[C:9]([O:10][CH2:11][CH:12]2[CH2:13][CH2:14]2)[N:8]=1)=[O:17])[C:25]1[CH:30]=[CH:29][CH:28]=[CH:27][CH:26]=1)=[O:22]. (2) Given the reactants [CH2:1]([NH:3][C:4](=[O:42])[NH:5][C:6]1[N:11]=[CH:10][C:9]([C:12]2[CH:13]=[N:14][CH:15]=[C:16]([C:18](OC)=[O:19])[CH:17]=2)=[C:8]([C:22]2[S:23][C:24]([C:31](=[O:41])[NH:32][CH2:33][CH2:34][N:35]3[CH2:40][CH2:39][O:38][CH2:37][CH2:36]3)=[C:25]([C:27]([F:30])([F:29])[F:28])[N:26]=2)[CH:7]=1)[CH3:2].[NH2:43][NH2:44].[CH2:45]([OH:47])C, predict the reaction product. The product is: [CH2:1]([NH:3][C:4](=[O:42])[NH:5][C:6]1[N:11]=[CH:10][C:9]([C:12]2[CH:13]=[N:14][CH:15]=[C:16]([C:18]3[O:19][C:45](=[O:47])[NH:43][N:44]=3)[CH:17]=2)=[C:8]([C:22]2[S:23][C:24]([C:31]([NH:32][CH2:33][CH2:34][N:35]3[CH2:36][CH2:37][O:38][CH2:39][CH2:40]3)=[O:41])=[C:25]([C:27]([F:28])([F:30])[F:29])[N:26]=2)[CH:7]=1)[CH3:2]. (3) Given the reactants [CH3:1][N:2]1[C:10]2[C:5](=[CH:6][C:7]([C:11]#[N:12])=[CH:8][CH:9]=2)[CH:4]=[CH:3]1, predict the reaction product. The product is: [CH3:1][N:2]1[C:10]2[C:5](=[CH:6][C:7]([CH2:11][NH2:12])=[CH:8][CH:9]=2)[CH:4]=[CH:3]1. (4) Given the reactants [CH:1]1[C:13]2[CH:12]([CH2:14][O:15][C:16]([N:18]3[C:23]4[CH:24]=[CH:25][C:26]([C:28]5[N:29]([C:33]([O:35][C:36]([CH3:39])([CH3:38])[CH3:37])=[O:34])[CH:30]=[CH:31][CH:32]=5)=[CH:27][C:22]=4[C:21]([CH3:41])([CH3:40])[O:20][CH:19]3[CH3:42])=[O:17])[C:11]3[C:6](=[CH:7][CH:8]=[CH:9][CH:10]=3)[C:5]=2[CH:4]=[CH:3][CH:2]=1.ClS([N:47]=[C:48]=O)(=O)=O, predict the reaction product. The product is: [CH:1]1[C:13]2[CH:12]([CH2:14][O:15][C:16]([N:18]3[C:23]4[CH:24]=[CH:25][C:26]([C:28]5[N:29]([C:33]([O:35][C:36]([CH3:39])([CH3:38])[CH3:37])=[O:34])[C:30]([C:48]#[N:47])=[CH:31][CH:32]=5)=[CH:27][C:22]=4[C:21]([CH3:41])([CH3:40])[O:20][CH:19]3[CH3:42])=[O:17])[C:11]3[C:6](=[CH:7][CH:8]=[CH:9][CH:10]=3)[C:5]=2[CH:4]=[CH:3][CH:2]=1. (5) Given the reactants [CH3:1][CH:2]1[CH2:6][CH2:5][CH2:4][NH:3]1.C[O:8][C:9]([C:11]1[C:15]([NH:16][C:17]([C:19]2[C:24]([NH:25][C:26]3[CH:27]=[N:28][CH:29]=[N:30][CH:31]=3)=[CH:23][CH:22]=[C:21]([CH:32]3[CH2:34][CH2:33]3)[N:20]=2)=[O:18])=[CH:14][N:13]([CH3:35])[N:12]=1)=O, predict the reaction product. The product is: [CH:32]1([C:21]2[N:20]=[C:19]([C:17](=[N:16][C:15]3[C:11]([C:9]([N:3]4[CH2:4][CH2:5][CH2:6][CH:2]4[CH3:1])=[O:8])=[N:12][N:13]([CH3:35])[CH:14]=3)[OH:18])[C:24]([NH:25][C:26]3[CH:31]=[N:30][CH:29]=[N:28][CH:27]=3)=[CH:23][CH:22]=2)[CH2:34][CH2:33]1. (6) Given the reactants [CH2:1]([O:8][C:9]1[C:10]([C:32]([OH:34])=O)=[N:11][C:12]([CH2:16][C:17]2([C:22]3[C:31]4[C:26](=CC=[CH:29][CH:30]=4)[CH:25]=[CH:24][CH:23]=3)[CH2:21][CH2:20][CH2:19][CH2:18]2)=[N:13][C:14]=1[OH:15])[C:2]1[CH:7]=[CH:6][CH:5]=[CH:4][CH:3]=1.[CH:35](N(CC)C(C)C)(C)[CH3:36].[Si:44]([O:51][CH2:52][CH2:53][NH:54][CH3:55])([C:47]([CH3:50])([CH3:49])[CH3:48])([CH3:46])[CH3:45].CN(C(ON1N=NC2C=CC=NC1=2)=[N+](C)C)C.F[P-](F)(F)(F)(F)F, predict the reaction product. The product is: [Si:44]([O:51][CH2:52][CH2:53][N:54]([CH3:55])[C:32]([C:10]1[C:9]([O:8][CH2:1][C:2]2[CH:3]=[CH:4][CH:5]=[CH:6][CH:7]=2)=[C:14]([OH:15])[N:13]=[C:12]([CH2:16][C:17]2([C:22]3[C:31]4[C:26](=[CH:25][CH:24]=[CH:29][CH:30]=4)[CH:36]=[CH:35][CH:23]=3)[CH2:21][CH2:20][CH2:19][CH2:18]2)[N:11]=1)=[O:34])([C:47]([CH3:50])([CH3:49])[CH3:48])([CH3:45])[CH3:46]. (7) Given the reactants [NH2:1][C:2]1[CH:3]=[C:4]2[CH:13]=[CH:12][CH:11]=[C:10]3[C:5]2=[C:6]([CH:22]=1)[C:7](=[O:21])[N:8]([CH2:15][CH2:16][CH2:17][C:18]([OH:20])=[O:19])[C:9]3=[O:14].[N-:23]=[N+:24]=[N-:25].[Na+].[CH3:27]OC(OC)OC, predict the reaction product. The product is: [O:14]=[C:9]1[C:10]2[C:5]3[C:4](=[CH:3][C:2]([N:1]4[CH:27]=[N:25][N:24]=[N:23]4)=[CH:22][C:6]=3[C:7](=[O:21])[N:8]1[CH2:15][CH2:16][CH2:17][C:18]([OH:20])=[O:19])[CH:13]=[CH:12][CH:11]=2. (8) Given the reactants [CH2:1]([NH:4][C:5]1[CH:6]=[C:7]([CH:10]=[CH:11][CH:12]=1)[C:8]#[N:9])[C:2]#[CH:3].Br[CH2:14][C:15]([O:17][CH2:18][CH3:19])=[O:16].[O-2].[Mg+2], predict the reaction product. The product is: [CH2:18]([O:17][C:15]([CH2:14][N:4]([CH2:1][C:2]#[CH:3])[C:5]1[CH:6]=[C:7]([CH:10]=[CH:11][CH:12]=1)[C:8]#[N:9])=[O:16])[CH3:19].